This data is from NCI-60 drug combinations with 297,098 pairs across 59 cell lines. The task is: Regression. Given two drug SMILES strings and cell line genomic features, predict the synergy score measuring deviation from expected non-interaction effect. (1) Drug 1: CN1CCC(CC1)COC2=C(C=C3C(=C2)N=CN=C3NC4=C(C=C(C=C4)Br)F)OC. Drug 2: C1CNP(=O)(OC1)N(CCCl)CCCl. Cell line: SK-MEL-28. Synergy scores: CSS=-4.28, Synergy_ZIP=1.29, Synergy_Bliss=-1.06, Synergy_Loewe=-6.27, Synergy_HSA=-4.77. (2) Drug 1: C1=CC(=CC=C1CC(C(=O)O)N)N(CCCl)CCCl.Cl. Drug 2: CC1=C(C(CCC1)(C)C)C=CC(=CC=CC(=CC(=O)O)C)C. Cell line: SNB-75. Synergy scores: CSS=8.35, Synergy_ZIP=-3.00, Synergy_Bliss=2.57, Synergy_Loewe=1.28, Synergy_HSA=1.40. (3) Drug 1: CC1=C2C(C(=O)C3(C(CC4C(C3C(C(C2(C)C)(CC1OC(=O)C(C(C5=CC=CC=C5)NC(=O)C6=CC=CC=C6)O)O)OC(=O)C7=CC=CC=C7)(CO4)OC(=O)C)O)C)OC(=O)C. Drug 2: CC12CCC3C(C1CCC2O)C(CC4=C3C=CC(=C4)O)CCCCCCCCCS(=O)CCCC(C(F)(F)F)(F)F. Cell line: MALME-3M. Synergy scores: CSS=-3.90, Synergy_ZIP=2.05, Synergy_Bliss=2.48, Synergy_Loewe=-3.25, Synergy_HSA=-2.26. (4) Drug 1: C1=CC(=CC=C1CCCC(=O)O)N(CCCl)CCCl. Drug 2: CC1CCC2CC(C(=CC=CC=CC(CC(C(=O)C(C(C(=CC(C(=O)CC(OC(=O)C3CCCCN3C(=O)C(=O)C1(O2)O)C(C)CC4CCC(C(C4)OC)OCCO)C)C)O)OC)C)C)C)OC. Cell line: HT29. Synergy scores: CSS=30.0, Synergy_ZIP=-6.76, Synergy_Bliss=4.17, Synergy_Loewe=-0.137, Synergy_HSA=6.19. (5) Drug 1: CC1=C(N=C(N=C1N)C(CC(=O)N)NCC(C(=O)N)N)C(=O)NC(C(C2=CN=CN2)OC3C(C(C(C(O3)CO)O)O)OC4C(C(C(C(O4)CO)O)OC(=O)N)O)C(=O)NC(C)C(C(C)C(=O)NC(C(C)O)C(=O)NCCC5=NC(=CS5)C6=NC(=CS6)C(=O)NCCC[S+](C)C)O. Drug 2: C1CN(P(=O)(OC1)NCCCl)CCCl. Cell line: SF-539. Synergy scores: CSS=48.8, Synergy_ZIP=1.65, Synergy_Bliss=3.29, Synergy_Loewe=-50.6, Synergy_HSA=5.14. (6) Drug 1: C1=C(C(=O)NC(=O)N1)N(CCCl)CCCl. Drug 2: C1=CC(=CC=C1CC(C(=O)O)N)N(CCCl)CCCl.Cl. Synergy scores: CSS=24.9, Synergy_ZIP=-7.07, Synergy_Bliss=-5.16, Synergy_Loewe=-6.43, Synergy_HSA=-2.07. Cell line: MCF7. (7) Drug 1: CN1C2=C(C=C(C=C2)N(CCCl)CCCl)N=C1CCCC(=O)O.Cl. Drug 2: CC(C)(C#N)C1=CC(=CC(=C1)CN2C=NC=N2)C(C)(C)C#N. Cell line: UACC62. Synergy scores: CSS=6.61, Synergy_ZIP=-2.98, Synergy_Bliss=-1.91, Synergy_Loewe=-1.22, Synergy_HSA=-0.265. (8) Drug 1: C1=CC(=CC=C1CCC2=CNC3=C2C(=O)NC(=N3)N)C(=O)NC(CCC(=O)O)C(=O)O. Cell line: SK-MEL-28. Synergy scores: CSS=12.1, Synergy_ZIP=-3.13, Synergy_Bliss=-0.709, Synergy_Loewe=-1.57, Synergy_HSA=1.61. Drug 2: COC1=NC(=NC2=C1N=CN2C3C(C(C(O3)CO)O)O)N.